Predict the product of the given reaction. From a dataset of Forward reaction prediction with 1.9M reactions from USPTO patents (1976-2016). (1) Given the reactants [Br:1][C:2]1[N:6]2[CH:7]=[CH:8][N:9]=[C:10](Cl)[C:5]2=[N:4][CH:3]=1.[CH2:12]([CH2:14][NH2:15])[OH:13].CCN(C(C)C)C(C)C, predict the reaction product. The product is: [Br:1][C:2]1[N:6]2[CH:7]=[CH:8][N:9]=[C:10]([NH:15][CH2:14][CH2:12][OH:13])[C:5]2=[N:4][CH:3]=1. (2) Given the reactants [NH2:1][C:2]1[C:6]2[CH:7]=[C:8]([C:11]([O:13]C)=[O:12])[CH:9]=[CH:10][C:5]=2[O:4][C:3]=1[C:15]([NH:17][C:18]1[CH:23]=[CH:22][C:21]([Cl:24])=[CH:20][N:19]=1)=[O:16].CO.[OH-].[Na+], predict the reaction product. The product is: [NH2:1][C:2]1[C:6]2[CH:7]=[C:8]([C:11]([OH:13])=[O:12])[CH:9]=[CH:10][C:5]=2[O:4][C:3]=1[C:15]([NH:17][C:18]1[CH:23]=[CH:22][C:21]([Cl:24])=[CH:20][N:19]=1)=[O:16].